From a dataset of Full USPTO retrosynthesis dataset with 1.9M reactions from patents (1976-2016). Predict the reactants needed to synthesize the given product. Given the product [Si:1]([O:8][CH2:9][CH2:10][O:11][C:12]1[C:17]([CH3:18])=[CH:16][C:15]([C:19]2[NH:28][C:27](=[O:29])[C:26]3[C:21](=[CH:22][CH:23]=[C:24]([CH:30]=[O:36])[CH:25]=3)[N:20]=2)=[CH:14][C:13]=1[CH3:32])([C:4]([CH3:5])([CH3:7])[CH3:6])([CH3:3])[CH3:2], predict the reactants needed to synthesize it. The reactants are: [Si:1]([O:8][CH2:9][CH2:10][O:11][C:12]1[C:17]([CH3:18])=[CH:16][C:15]([C:19]2[NH:28][C:27](=[O:29])[C:26]3[C:21](=[CH:22][CH:23]=[C:24]([CH:30]=C)[CH:25]=3)[N:20]=2)=[CH:14][C:13]=1[CH3:32])([C:4]([CH3:7])([CH3:6])[CH3:5])([CH3:3])[CH3:2].C1C[O:36]CC1.